This data is from M1 muscarinic receptor agonist screen with 61,833 compounds. The task is: Binary Classification. Given a drug SMILES string, predict its activity (active/inactive) in a high-throughput screening assay against a specified biological target. (1) The compound is O(c1n(c2c(n(c(=O)n(c2=O)C)C)n1)C)C\C=C\c1ccccc1. The result is 0 (inactive). (2) The result is 0 (inactive). The molecule is o1c(Nc2nc3CCCc3c(n2)C)nc2c1cccc2.